Predict the reactants needed to synthesize the given product. From a dataset of Full USPTO retrosynthesis dataset with 1.9M reactions from patents (1976-2016). (1) Given the product [CH:1]1([CH2:4][N:5]2[C:9]3[CH:10]=[CH:11][C:12]([S:14]([CH2:17][CH:18]4[CH2:19][CH2:20][N:21]([C:31]5[CH:36]=[CH:35][N:34]=[CH:33][CH:32]=5)[CH2:22][CH2:23]4)(=[O:15])=[O:16])=[CH:13][C:8]=3[N:7]=[C:6]2[CH2:24][C:25]([CH3:28])([CH3:27])[CH3:26])[CH2:2][CH2:3]1, predict the reactants needed to synthesize it. The reactants are: [CH:1]1([CH2:4][N:5]2[C:9]3[CH:10]=[CH:11][C:12]([S:14]([CH2:17][CH:18]4[CH2:23][CH2:22][NH:21][CH2:20][CH2:19]4)(=[O:16])=[O:15])=[CH:13][C:8]=3[N:7]=[C:6]2[CH2:24][C:25]([CH3:28])([CH3:27])[CH3:26])[CH2:3][CH2:2]1.Cl.Cl[C:31]1[CH:36]=[CH:35][N:34]=[CH:33][CH:32]=1.C(N(CC)CC)C. (2) Given the product [CH:22]1([NH:18][C:8]([CH:4]2[CH2:5][CH2:6][CH2:7][C:2](=[O:1])[CH2:3]2)=[O:10])[CH2:23][CH2:24][CH2:25][CH2:26][CH2:21]1, predict the reactants needed to synthesize it. The reactants are: [O:1]=[C:2]1[CH2:7][CH2:6][CH2:5][CH:4]([C:8]([OH:10])=O)[CH2:3]1.F[P-](F)(F)(F)(F)F.[N:18]1(O[P+](N(C)C)(N(C)C)N(C)C)[C:22]2[CH:23]=[CH:24][CH:25]=[CH:26][C:21]=2N=N1.C1(N)CCCCC1.C(N(CC)C(C)C)(C)C. (3) The reactants are: [NH2:1][C:2](=[N:23][OH:24])[C:3]1[CH:8]=[CH:7][N:6]=[C:5]([N:9]2[CH2:14][CH2:13][N:12]([C:15]([O:17][CH2:18][C:19]([CH3:22])([CH3:21])[CH3:20])=[O:16])[CH2:11][CH2:10]2)[CH:4]=1.[H-].[Na+].[C:27](OC)(=O)[C@H:28]([CH3:30])[OH:29].[Cl-].[NH4+]. Given the product [OH:29][C@H:28]([C:30]1[O:24][N:23]=[C:2]([C:3]2[CH:8]=[CH:7][N:6]=[C:5]([N:9]3[CH2:14][CH2:13][N:12]([C:15]([O:17][CH2:18][C:19]([CH3:20])([CH3:21])[CH3:22])=[O:16])[CH2:11][CH2:10]3)[CH:4]=2)[N:1]=1)[CH3:27], predict the reactants needed to synthesize it. (4) Given the product [CH3:26][O:25][C:23](=[O:24])[C@@H:18]([N:17]1[CH2:16][C:15]2=[CH:14][C:13]3[C:12]([O:27][CH3:28])=[CH:11][CH:10]=[CH:9][C:8]=3[O:7][CH:6]2[C:4]1=[O:3])[CH2:19][CH:20]([CH3:21])[CH3:22], predict the reactants needed to synthesize it. The reactants are: C([O:3][C:4]([CH:6]1[C:15]([CH2:16][NH:17][C@H:18]([C:23]([O:25][CH3:26])=[O:24])[CH2:19][CH:20]([CH3:22])[CH3:21])=[CH:14][C:13]2[C:8](=[CH:9][CH:10]=[CH:11][C:12]=2[O:27][CH3:28])[O:7]1)=O)C. (5) Given the product [CH3:11][C:9]1[CH:10]=[C:6]2[N:5]=[C:4]([NH:12][C:13](=[O:24])[C:14]3[CH:19]=[CH:18][C:17]([C:20]([F:23])([F:22])[F:21])=[N:16][CH:15]=3)[CH:3]=[C:2]([N:25]3[CH2:30][CH2:29][O:28][CH2:27][CH2:26]3)[N:7]2[N:8]=1, predict the reactants needed to synthesize it. The reactants are: Cl[C:2]1[N:7]2[N:8]=[C:9]([CH3:11])[CH:10]=[C:6]2[N:5]=[C:4]([NH:12][C:13](=[O:24])[C:14]2[CH:19]=[CH:18][C:17]([C:20]([F:23])([F:22])[F:21])=[N:16][CH:15]=2)[CH:3]=1.[NH:25]1[CH2:30][CH2:29][O:28][CH2:27][CH2:26]1.